Dataset: Forward reaction prediction with 1.9M reactions from USPTO patents (1976-2016). Task: Predict the product of the given reaction. (1) Given the reactants C(OC([N:11]1[CH2:15][C@H:14]([F:16])[C@@H:13]([O:17][CH3:18])[C@H:12]1[C:19]([O:21]CC1C=CC=CC=1)=[O:20])=O)C1C=CC=CC=1.[OH-].[Na+].[CH3:43][C:42]([O:41][C:39](O[C:39]([O:41][C:42]([CH3:45])([CH3:44])[CH3:43])=[O:40])=[O:40])([CH3:45])[CH3:44], predict the reaction product. The product is: [C:42]([O:41][C:39]([N:11]1[CH2:15][C@H:14]([F:16])[C@@H:13]([O:17][CH3:18])[C@H:12]1[C:19]([OH:21])=[O:20])=[O:40])([CH3:43])([CH3:44])[CH3:45]. (2) Given the reactants Cl.[CH3:2][O:3][C:4]([C@H:6]1[CH2:11][NH:10][CH2:9][C:8](=[O:12])[N:7]1[CH2:13][CH:14]1[CH2:19][CH2:18][N:17]([C:20]2[CH:25]=[CH:24][C:23](=[O:26])[N:22]([CH3:27])[N:21]=2)[CH2:16][CH2:15]1)=[O:5].C(N(CC)CC)C.[C:35]1([S:41]([N:44]2[C:52]3[C:47](=[CH:48][C:49]([Cl:53])=[CH:50][CH:51]=3)[CH:46]=[C:45]2[S:54](Cl)(=[O:56])=[O:55])(=[O:43])=[O:42])[CH:40]=[CH:39][CH:38]=[CH:37][CH:36]=1, predict the reaction product. The product is: [CH3:2][O:3][C:4]([C@H:6]1[CH2:11][N:10]([S:54]([C:45]2[N:44]([S:41]([C:35]3[CH:40]=[CH:39][CH:38]=[CH:37][CH:36]=3)(=[O:43])=[O:42])[C:52]3[C:47]([CH:46]=2)=[CH:48][C:49]([Cl:53])=[CH:50][CH:51]=3)(=[O:56])=[O:55])[CH2:9][C:8](=[O:12])[N:7]1[CH2:13][CH:14]1[CH2:19][CH2:18][N:17]([C:20]2[CH:25]=[CH:24][C:23](=[O:26])[N:22]([CH3:27])[N:21]=2)[CH2:16][CH2:15]1)=[O:5]. (3) Given the reactants [NH2:1][C:2]1[CH:7]=[CH:6][C:5]([N:8]2[C:14](=[O:15])[CH2:13][C:12](=[O:16])[NH:11][C:10]3[C:17]4[C:22]([CH:23]=[CH:24][C:9]2=3)=[CH:21][CH:20]=[CH:19][CH:18]=4)=[CH:4][CH:3]=1.[Cl:25][C:26]1[CH:34]=[CH:33][CH:32]=[CH:31][C:27]=1[C:28](Cl)=[O:29].C(NCC1C=CC(N2C(=O)CC(=O)NC3C4C(C=CC2=3)=CC=CC=4)=CC=1)(=O)C1C=CC=CC=1, predict the reaction product. The product is: [Cl:25][C:26]1[CH:34]=[CH:33][CH:32]=[CH:31][C:27]=1[C:28]([NH:1][C:2]1[CH:7]=[CH:6][C:5]([N:8]2[C:14](=[O:15])[CH2:13][C:12](=[O:16])[NH:11][C:10]3[C:17]4[C:22]([CH:23]=[CH:24][C:9]2=3)=[CH:21][CH:20]=[CH:19][CH:18]=4)=[CH:4][CH:3]=1)=[O:29]. (4) Given the reactants [Si:1]([O:8][C@H:9]1[CH2:18][C:17]([CH3:20])([CH3:19])[CH2:16][C:15]2[N+:14]([O-])=[C:13]([CH:22]([CH3:24])[CH3:23])[C:12]3[C@@H:25]([C:32]4[CH:37]=[CH:36][C:35]([C:38]([F:41])([F:40])[F:39])=[CH:34][CH:33]=4)[O:26][C:27]4([CH2:31][CH2:30][CH2:29][CH2:28]4)[C:11]=3[C:10]1=2)([C:4]([CH3:7])([CH3:6])[CH3:5])([CH3:3])[CH3:2].[C:42]([O:45]C(=O)C)(=[O:44])[CH3:43], predict the reaction product. The product is: [C:42]([O:45][C@@H:16]1[C:15]2[N:14]=[C:13]([CH:22]([CH3:24])[CH3:23])[C:12]3[C@@H:25]([C:32]4[CH:37]=[CH:36][C:35]([C:38]([F:41])([F:40])[F:39])=[CH:34][CH:33]=4)[O:26][C:27]4([CH2:31][CH2:30][CH2:29][CH2:28]4)[C:11]=3[C:10]=2[C@@H:9]([O:8][Si:1]([C:4]([CH3:7])([CH3:6])[CH3:5])([CH3:3])[CH3:2])[CH2:18][C:17]1([CH3:20])[CH3:19])(=[O:44])[CH3:43]. (5) Given the reactants [CH3:1][C:2]1[N:3]([CH2:15][CH2:16][C:17]([O:19]CC)=O)[C:4]2[C:13]3[CH:12]=[CH:11][CH:10]=[CH:9][C:8]=3[N:7]=[CH:6][C:5]=2[N:14]=1.[NH:22]1[CH2:27][CH2:26][O:25][CH2:24][CH2:23]1, predict the reaction product. The product is: [CH3:1][C:2]1[N:3]([CH2:15][CH2:16][C:17]([N:22]2[CH2:27][CH2:26][O:25][CH2:24][CH2:23]2)=[O:19])[C:4]2[C:13]3[CH:12]=[CH:11][CH:10]=[CH:9][C:8]=3[N:7]=[CH:6][C:5]=2[N:14]=1. (6) Given the reactants S(O)(O)(=O)=O.[OH:6][NH2:7].[CH3:8][O:9][CH2:10][C:11]([CH3:18])([CH3:17])[C:12](=O)[CH2:13][C:14]#[N:15].[OH-].[Na+], predict the reaction product. The product is: [CH3:8][O:9][CH2:10][C:11]([C:12]1[CH:13]=[C:14]([NH2:15])[O:6][N:7]=1)([CH3:18])[CH3:17]. (7) Given the reactants [F:1][C:2]([F:27])([C:11]([C:13]1[CH:18]=[CH:17][C:16]([O:19][CH2:20][CH2:21][CH2:22][C:23]([F:26])([F:25])[F:24])=[CH:15][CH:14]=1)=O)[C:3]([N:5]1[CH2:10][CH2:9][CH2:8][CH2:7][CH2:6]1)=[O:4].[CH3:28][C:29]([S:32]([NH2:34])=[O:33])([CH3:31])[CH3:30], predict the reaction product. The product is: [F:1][C:2]([F:27])([C:3](=[O:4])[N:5]1[CH2:10][CH2:9][CH2:8][CH2:7][CH2:6]1)[C:11](=[N:34][S:32]([C:29]([CH3:31])([CH3:30])[CH3:28])=[O:33])[C:13]1[CH:18]=[CH:17][C:16]([O:19][CH2:20][CH2:21][CH2:22][C:23]([F:26])([F:25])[F:24])=[CH:15][CH:14]=1. (8) Given the reactants [CH3:1][O:2][CH2:3][CH2:4][OH:5].C1(C)C=CC(S(OCCOC2C=CC(C3[CH:30]=[CH:29][C:28]([C:31]4[CH:36]=[CH:35][C:34]([CH2:37][CH2:38][CH3:39])=[CH:33][CH:32]=4)=[C:27]([F:40])C=3)=CC=2)(=O)=O)=CC=1.[H-].[Na+].Cl.[CH2:45]1[CH2:49][O:48][CH2:47][CH2:46]1, predict the reaction product. The product is: [F:40][C:27]1[CH:46]=[C:47]([O:48][CH2:49][CH2:45][O:5][CH2:4][CH2:3][O:2][CH3:1])[CH:30]=[CH:29][C:28]=1[C:31]1[CH:32]=[CH:33][C:34]([C:37]2[CH:38]=[CH:39][C:31]([CH2:32][CH2:33][CH3:34])=[CH:28][CH:27]=2)=[CH:35][CH:36]=1. (9) Given the reactants C([N:8](CC1C=CC=CC=1)[C:9]1[CH:10]=[CH:11][CH:12]=[C:13]2[C:18]=1[C:17](=[O:19])[N:16]([CH2:20][CH2:21][F:22])[CH2:15][CH2:14]2)C1C=CC=CC=1, predict the reaction product. The product is: [NH2:8][C:9]1[CH:10]=[CH:11][CH:12]=[C:13]2[C:18]=1[C:17](=[O:19])[N:16]([CH2:20][CH2:21][F:22])[CH2:15][CH2:14]2.